Dataset: Full USPTO retrosynthesis dataset with 1.9M reactions from patents (1976-2016). Task: Predict the reactants needed to synthesize the given product. Given the product [C:10]([O:8][CH2:7][CH2:6][CH2:5][CH2:4][CH2:3][CH2:2][CH2:1][OH:9])(=[O:11])[C:12]([CH3:15])([CH3:14])[CH3:13], predict the reactants needed to synthesize it. The reactants are: [CH2:1]([OH:9])[CH2:2][CH2:3][CH2:4][CH2:5][CH2:6][CH2:7][OH:8].[C:10](Cl)([C:12]([CH3:15])([CH3:14])[CH3:13])=[O:11].N1C=CC=CC=1.